Predict the product of the given reaction. From a dataset of Forward reaction prediction with 1.9M reactions from USPTO patents (1976-2016). (1) Given the reactants Cl[C:2]1[CH:3]=[CH:4][C:5]([N+:9]([O-:11])=[O:10])=[C:6]([NH2:8])[CH:7]=1.[NH2:12][N:13]1[CH2:18][CH2:17][O:16][CH2:15][CH2:14]1.C([O-])([O-])=O.[K+].[K+].O, predict the reaction product. The product is: [N:13]1([NH:12][C:2]2[CH:3]=[CH:4][C:5]([N+:9]([O-:11])=[O:10])=[C:6]([NH2:8])[CH:7]=2)[CH2:18][CH2:17][O:16][CH2:15][CH2:14]1. (2) The product is: [CH3:10][N:9]([CH3:11])[C:4]1[N:5]=[C:6]([CH3:8])[N:7]=[C:2]([NH:12][C@@H:13]2[CH2:18][CH2:17][C@H:16]([C:19]([OH:21])=[O:20])[CH2:15][CH2:14]2)[CH:3]=1. Given the reactants Cl[C:2]1[N:7]=[C:6]([CH3:8])[N:5]=[C:4]([N:9]([CH3:11])[CH3:10])[CH:3]=1.[NH2:12][C@@H:13]1[CH2:18][CH2:17][C@H:16]([C:19]([OH:21])=[O:20])[CH2:15][CH2:14]1.CC(C)([O-])C.[Na+].[OH-].[Na+], predict the reaction product. (3) Given the reactants [C:1]([C:5]1[N:10]=[C:9]([N:11]2[CH2:16][CH2:15][N:14]([CH2:17][CH2:18][CH2:19][CH2:20][NH2:21])[CH2:13][CH2:12]2)[CH:8]=[C:7]([C:22]([F:25])([F:24])[F:23])[N:6]=1)([CH3:4])([CH3:3])[CH3:2].C1N=CN([C:31](N2C=NC=C2)=[O:32])C=1.[Cl:38][C:39]1[CH:48]=[C:47]2[C:42]([C:43]([N:49]3[CH2:54][CH2:53][NH:52][CH2:51][CH2:50]3)=[CH:44][CH:45]=[N:46]2)=[CH:41][CH:40]=1, predict the reaction product. The product is: [C:1]([C:5]1[N:10]=[C:9]([N:11]2[CH2:16][CH2:15][N:14]([CH2:17][CH2:18][CH2:19][CH2:20][NH:21][C:31]([N:52]3[CH2:53][CH2:54][N:49]([C:43]4[C:42]5[C:47](=[CH:48][C:39]([Cl:38])=[CH:40][CH:41]=5)[N:46]=[CH:45][CH:44]=4)[CH2:50][CH2:51]3)=[O:32])[CH2:13][CH2:12]2)[CH:8]=[C:7]([C:22]([F:24])([F:25])[F:23])[N:6]=1)([CH3:4])([CH3:2])[CH3:3].